Dataset: Full USPTO retrosynthesis dataset with 1.9M reactions from patents (1976-2016). Task: Predict the reactants needed to synthesize the given product. (1) Given the product [C:25]([Si:29]([CH3:31])([CH3:30])[O:32][C@H:33]1[CH2:38][CH2:37][C@H:36]([NH:39][C:40](=[O:41])[N:8]([C:4]2[CH:5]=[CH:6][CH:7]=[C:2]([Cl:1])[CH:3]=2)[C:9]2[N:10]([C:18]3[CH:19]=[CH:20][C:21]([Cl:24])=[CH:22][CH:23]=3)[N:11]=[C:12]3[C:17]=2[CH:16]=[CH:15][CH:14]=[CH:13]3)[CH2:35][CH2:34]1)([CH3:28])([CH3:27])[CH3:26], predict the reactants needed to synthesize it. The reactants are: [Cl:1][C:2]1[CH:3]=[C:4]([NH:8][C:9]2[N:10]([C:18]3[CH:23]=[CH:22][C:21]([Cl:24])=[CH:20][CH:19]=3)[N:11]=[C:12]3[C:17]=2[CH:16]=[CH:15][CH:14]=[CH:13]3)[CH:5]=[CH:6][CH:7]=1.[C:25]([Si:29]([O:32][C@H:33]1[CH2:38][CH2:37][C@H:36]([N:39]=[C:40]=[O:41])[CH2:35][CH2:34]1)([CH3:31])[CH3:30])([CH3:28])([CH3:27])[CH3:26].CCN(CC)CC. (2) Given the product [Cl:6][C:7]1[CH:8]=[CH:9][C:10]2[O:11][CH2:12][CH2:13][C:14]3[CH:20]=[C:19]([B:26]([OH:27])[OH:25])[S:18][C:15]=3[C:16]=2[N:17]=1, predict the reactants needed to synthesize it. The reactants are: C([Li])CCC.[Cl:6][C:7]1[CH:8]=[CH:9][C:10]2[O:11][CH2:12][CH2:13][C:14]3[CH:20]=[C:19](Br)[S:18][C:15]=3[C:16]=2[N:17]=1.C([O:25][B:26](OC(C)C)[O:27]C(C)C)(C)C.[Cl-].[NH4+]. (3) Given the product [CH3:15][O:16][N:17]([CH3:18])[C:11]([C:8]1[CH:7]=[CH:6][C:5]([CH2:4][CH2:3][CH2:2][CH3:1])=[CH:10][N:9]=1)=[O:13], predict the reactants needed to synthesize it. The reactants are: [CH3:1][CH2:2][CH2:3][CH2:4][C:5]1[CH:6]=[CH:7][C:8]([C:11]([OH:13])=O)=[N:9][CH:10]=1.Cl.[CH3:15][O:16][NH:17][CH3:18].C(Cl)CCl.C1C=CC2N(O)N=NC=2C=1.CCN(CC)CC.